From a dataset of Reaction yield outcomes from USPTO patents with 853,638 reactions. Predict the reaction yield, written as a fraction of the theoretical maximum amount of product (1.0 means a 100% yield; for example, 0.34 means a 34% yield). The reactants are [NH2:1][C@@H:2]([C@H:6]([OH:11])[C:7]([CH3:10])([CH3:9])[CH3:8])[C:3]([OH:5])=[O:4].C([O-])(O)=O.[Na+].[C:17](=O)([O-:38])[O:18][C:19]1C(C)=C(C2C=CC(C3C=CC=CC=3)=CC=2)C=CN=1.[C:40]1([C:46]2[CH:51]=[CH:50][C:49](C3C=CN(C([O-])=O)C(=O)C=3C)=[CH:48][CH:47]=2)[CH:45]=[CH:44][CH:43]=[CH:42][CH:41]=1. The catalyst is O.C1COCC1. The product is [OH:11][C@H:6]([C:7]([CH3:8])([CH3:10])[CH3:9])[C@H:2]([N:1]([C:49]1[CH:48]=[CH:47][C:46]([C:40]2[CH:41]=[CH:42][CH:43]=[CH:44][CH:45]=2)=[CH:51][CH:50]=1)[C:17]([O:18][CH3:19])=[O:38])[C:3]([OH:5])=[O:4]. The yield is 0.210.